Dataset: hERG Central: cardiac toxicity at 1µM, 10µM, and general inhibition. Task: Predict hERG channel inhibition at various concentrations. (1) The molecule is Cc1c(C(=O)N2CCN(CCc3ccccn3)CC2)oc2ccc(Cl)cc12. Results: hERG_inhib (hERG inhibition (general)): blocker. (2) The molecule is Cn1c(=O)c2c(ncn2CC(=O)N2CCN(c3ccc([N+](=O)[O-])cc3)CC2)n(C)c1=O. Results: hERG_inhib (hERG inhibition (general)): blocker.